From a dataset of Catalyst prediction with 721,799 reactions and 888 catalyst types from USPTO. Predict which catalyst facilitates the given reaction. (1) Reactant: S(Cl)(Cl)=O.[Cl:5][C:6]1[CH:11]=[CH:10][C:9]([F:12])=[CH:8][C:7]=1[CH2:13][CH2:14][C:15]([OH:17])=O.C[N:19](C)C=O.N. Product: [Cl:5][C:6]1[CH:11]=[CH:10][C:9]([F:12])=[CH:8][C:7]=1[CH2:13][CH2:14][C:15]([NH2:19])=[O:17]. The catalyst class is: 93. (2) Reactant: [CH2:1]([N:8]1[C:16](=[O:17])[C:15]2[N:14]=[CH:13][N:12]([C@H]3O[C@@H](CO)[C@H](O)[C@@H]3O)[C:11]=2[N:10]=[CH:9]1)[C:2]1[CH:7]=[CH:6][CH:5]=[CH:4][CH:3]=1.Cl[Si](C(C)C)(C(C)C)O[Si](Cl)(C(C)C)C(C)C. Product: [CH2:1]([N:8]1[C:16](=[O:17])[C:15]2[NH:14][CH:13]=[N:12][C:11]=2[N:10]=[CH:9]1)[C:2]1[CH:3]=[CH:4][CH:5]=[CH:6][CH:7]=1. The catalyst class is: 17. (3) Reactant: Br[C:2]1[CH:11]=[N:10][CH:9]=[C:8]2[C:3]=1[CH:4]=[C:5]([C:13]([NH2:15])=[O:14])[C:6]([CH3:12])=[N:7]2.[Cl:16][C:17]1[CH:22]=[CH:21][C:20](B(O)O)=[CH:19][CH:18]=1.C(=O)([O-])[O-].[Cs+].[Cs+]. Product: [Cl:16][C:17]1[CH:22]=[CH:21][C:20]([C:2]2[CH:11]=[N:10][CH:9]=[C:8]3[C:3]=2[CH:4]=[C:5]([C:13]([NH2:15])=[O:14])[C:6]([CH3:12])=[N:7]3)=[CH:19][CH:18]=1. The catalyst class is: 688. (4) Reactant: Cl[C:2]1[CH:11]=[CH:10][C:9]2[C:4](=[C:5]([N+:12]([O-:14])=[O:13])[CH:6]=[CH:7][CH:8]=2)[N:3]=1.[F:15][C:16]1[CH:17]=[C:18](B(O)O)[CH:19]=[C:20]([C:22]([F:25])([F:24])[F:23])[CH:21]=1.[O-]P([O-])([O-])=O.[K+].[K+].[K+].C(Cl)Cl. Product: [F:15][C:16]1[CH:17]=[C:18]([C:2]2[CH:11]=[CH:10][C:9]3[C:4](=[C:5]([N+:12]([O-:14])=[O:13])[CH:6]=[CH:7][CH:8]=3)[N:3]=2)[CH:19]=[C:20]([C:22]([F:23])([F:24])[F:25])[CH:21]=1. The catalyst class is: 710.